Dataset: Catalyst prediction with 721,799 reactions and 888 catalyst types from USPTO. Task: Predict which catalyst facilitates the given reaction. Reactant: [N+](C1C=C[C:7]([O:8][C:9]([O:11][C:12]2[CH:17]=[CH:16][C:15](/[C:18](/[C:28]3[CH:33]=[CH:32][C:31](/[CH:34]=[CH:35]/[C:36]([O:38]C(C)(C)C)=[O:37])=[CH:30][CH:29]=3)=[C:19](\[C:22]3[CH:27]=[CH:26][CH:25]=[CH:24][CH:23]=3)/[CH2:20][CH3:21])=[CH:14][CH:13]=2)=[O:10])=[CH:6]C=1)([O-])=O.CCO.CCN(CC)CC. Product: [CH2:7]([O:8][C:9]([O:11][C:12]1[CH:13]=[CH:14][C:15](/[C:18](/[C:28]2[CH:33]=[CH:32][C:31](/[CH:34]=[CH:35]/[C:36]([OH:38])=[O:37])=[CH:30][CH:29]=2)=[C:19](\[C:22]2[CH:27]=[CH:26][CH:25]=[CH:24][CH:23]=2)/[CH2:20][CH3:21])=[CH:16][CH:17]=1)=[O:10])[CH3:6]. The catalyst class is: 2.